From a dataset of Forward reaction prediction with 1.9M reactions from USPTO patents (1976-2016). Predict the product of the given reaction. (1) Given the reactants [F:1][C:2]([F:40])([F:39])[C:3]1[CH:4]=[C:5]([C@H:13]([O:15][C@H:16]2[CH2:21][CH2:20][N:19]([C:22]([C@H:24]3[CH2:29][CH2:28][C@H:27]([C:30]([OH:32])=O)[CH2:26][CH2:25]3)=[O:23])[CH2:18][C@H:17]2[C:33]2[CH:38]=[CH:37][CH:36]=[CH:35][CH:34]=2)[CH3:14])[CH:6]=[C:7]([C:9]([F:12])([F:11])[F:10])[CH:8]=1.[CH3:41][NH:42][CH3:43], predict the reaction product. The product is: [F:10][C:9]([F:12])([F:11])[C:7]1[CH:6]=[C:5]([C@H:13]([O:15][C@H:16]2[CH2:21][CH2:20][N:19]([C:22]([C@H:24]3[CH2:29][CH2:28][C@H:27]([C:30]([N:42]([CH3:43])[CH3:41])=[O:32])[CH2:26][CH2:25]3)=[O:23])[CH2:18][C@H:17]2[C:33]2[CH:34]=[CH:35][CH:36]=[CH:37][CH:38]=2)[CH3:14])[CH:4]=[C:3]([C:2]([F:1])([F:40])[F:39])[CH:8]=1. (2) Given the reactants Cl[C:2]1[N:7]=[N:6][C:5]([C:8]2[CH:13]=[CH:12][CH:11]=[CH:10][CH:9]=2)=[C:4]([N:14]2[CH2:19][CH2:18][N:17]([C:20]([C:22]3[CH:27]=[CH:26][CH:25]=[CH:24][CH:23]=3)=[O:21])[CH2:16][CH2:15]2)[CH:3]=1.[CH3:28][NH:29][CH3:30], predict the reaction product. The product is: [CH3:28][N:29]([CH3:30])[C:2]1[N:7]=[N:6][C:5]([C:8]2[CH:13]=[CH:12][CH:11]=[CH:10][CH:9]=2)=[C:4]([N:14]2[CH2:19][CH2:18][N:17]([C:20]([C:22]3[CH:27]=[CH:26][CH:25]=[CH:24][CH:23]=3)=[O:21])[CH2:16][CH2:15]2)[CH:3]=1. (3) Given the reactants [Cl:1][C:2]1[C:9]([F:10])=[CH:8][CH:7]=[CH:6][C:3]=1[CH:4]=O.[CH3:11][C:12]([S@:15]([NH2:17])=[O:16])([CH3:14])[CH3:13], predict the reaction product. The product is: [Cl:1][C:2]1[C:9]([F:10])=[CH:8][CH:7]=[CH:6][C:3]=1/[CH:4]=[N:17]/[S:15]([C:12]([CH3:14])([CH3:13])[CH3:11])=[O:16]. (4) Given the reactants O1CCOCC1.Cl.[NH2:8][OH:9].[OH-].[Na+].C[O:13][C:14](=O)[CH:15]=[CH:16][C:17]1[CH:22]=[CH:21][C:20]([NH:23][S:24]([C:27]2[CH:32]=[CH:31][CH:30]=[CH:29][CH:28]=2)(=[O:26])=[O:25])=[CH:19][CH:18]=1, predict the reaction product. The product is: [C:27]1([S:24]([NH:23][C:20]2[CH:21]=[CH:22][C:17]([CH:16]=[CH:15][C:14]([NH:8][OH:9])=[O:13])=[CH:18][CH:19]=2)(=[O:26])=[O:25])[CH:32]=[CH:31][CH:30]=[CH:29][CH:28]=1. (5) Given the reactants CN(C(ON1N=NC2C=CC=NC1=2)=[N+](C)C)C.F[P-](F)(F)(F)(F)F.[NH2:25][C:26]1[C:27]([C:36]([OH:38])=O)=[CH:28][C:29]2[C:34]([CH:35]=1)=[CH:33][CH:32]=[CH:31][CH:30]=2.[CH3:39][C@@:40]([C:46]([O:48][CH3:49])=[O:47])([CH2:42][CH:43]([CH3:45])[CH3:44])[NH2:41].C(N(C(C)C)CC)(C)C, predict the reaction product. The product is: [NH2:25][C:26]1[C:27]([C:36]([NH:41][C@:40]([CH3:39])([C:46]([O:48][CH3:49])=[O:47])[CH2:42][CH:43]([CH3:45])[CH3:44])=[O:38])=[CH:28][C:29]2[C:34]([CH:35]=1)=[CH:33][CH:32]=[CH:31][CH:30]=2. (6) The product is: [Br:1][C:2]1[CH:3]=[CH:4][C:5]([CH3:19])=[C:6]([CH2:8][C:9]2[S:13][C:12]3[CH:14]=[CH:15][C:16]([O:18][CH2:21][CH2:22][F:23])=[CH:17][C:11]=3[CH:10]=2)[CH:7]=1. Given the reactants [Br:1][C:2]1[CH:3]=[CH:4][C:5]([CH3:19])=[C:6]([CH2:8][C:9]2[S:13][C:12]3[CH:14]=[CH:15][C:16]([OH:18])=[CH:17][C:11]=3[CH:10]=2)[CH:7]=1.Br[CH2:21][CH2:22][F:23], predict the reaction product. (7) Given the reactants Cl.[C:2](Cl)(=[O:9])[C:3]1[CH:8]=[CH:7][N:6]=[CH:5][CH:4]=1.C(N(CC)CC)C.ClCCl.[NH2:21][C:22]1[CH:27]=[C:26]([C:28]([F:31])([F:30])[F:29])[CH:25]=[CH:24][C:23]=1[N:32]1[CH2:38][CH2:37][CH2:36][CH2:35][CH2:34][CH2:33]1, predict the reaction product. The product is: [N:32]1([C:23]2[CH:24]=[CH:25][C:26]([C:28]([F:30])([F:31])[F:29])=[CH:27][C:22]=2[NH:21][C:2](=[O:9])[C:3]2[CH:8]=[CH:7][N:6]=[CH:5][CH:4]=2)[CH2:33][CH2:34][CH2:35][CH2:36][CH2:37][CH2:38]1.